From a dataset of Forward reaction prediction with 1.9M reactions from USPTO patents (1976-2016). Predict the product of the given reaction. (1) Given the reactants [CH3:1][O:2][C:3]1[CH:4]=[CH:5][C:6]([CH2:9][OH:10])=[CH:7][CH:8]=1.[H-].[Na+].[Cl:13][C:14]([Cl:18])([Cl:17])[C:15]#[N:16], predict the reaction product. The product is: [Cl:13][C:14]([Cl:18])([Cl:17])[C:15](=[NH:16])[O:10][CH2:9][C:6]1[CH:7]=[CH:8][C:3]([O:2][CH3:1])=[CH:4][CH:5]=1. (2) Given the reactants Cl.[Cl:2][C:3]1[CH:4]=[C:5]([N:11]2[C:15]([CH3:16])=[C:14]([CH2:17][C:18]3[CH:27]=[CH:26][C:21]([C:22]([NH:24][NH2:25])=[O:23])=[CH:20][CH:19]=3)[C:13]([CH3:28])=[N:12]2)[CH:6]=[CH:7][C:8]=1[C:9]#[N:10].[C:29](O)(=[O:34])[C:30]([CH3:33])([CH3:32])[CH3:31].[Cl-].[CH3:37][O:38][C:39]1[N:44]=[C:43]([O:45][CH3:46])[N:42]=[C:41]([N+:47]2(C)CCOCC2)[N:40]=1, predict the reaction product. The product is: [Cl:2][C:3]1[CH:4]=[C:5]([N:11]2[C:15]([CH3:16])=[C:14]([CH2:17][C:18]3[CH:27]=[CH:26][C:21]([C:22]([NH:24][NH:25][C:29](=[O:34])[C:30]([CH3:33])([CH3:32])[CH3:31])=[O:23])=[CH:20][CH:19]=3)[C:13]([CH3:28])=[N:12]2)[CH:6]=[CH:7][C:8]=1[C:9]#[N:10].[Cl:2][C:3]1[CH:4]=[C:5]([N:11]2[C:15]([CH3:16])=[C:14]([CH2:17][C:18]3[CH:19]=[CH:20][C:21]([C:22]([NH:24][NH:47][C:41]4[N:42]=[C:43]([O:45][CH3:46])[N:44]=[C:39]([O:38][CH3:37])[N:40]=4)=[O:23])=[CH:26][CH:27]=3)[C:13]([CH3:28])=[N:12]2)[CH:6]=[CH:7][C:8]=1[C:9]#[N:10].